From a dataset of Full USPTO retrosynthesis dataset with 1.9M reactions from patents (1976-2016). Predict the reactants needed to synthesize the given product. (1) Given the product [Cl:30][CH2:29][C:28]([NH:27][C:25]1[C:24](=[O:32])[C:23]2[N:22]=[C:21]([CH3:33])[CH:20]=[CH:19][C:18]=2[C:17](=[O:34])[CH:26]=1)=[O:31], predict the reactants needed to synthesize it. The reactants are: [Cr](O[Cr]([O-])(=O)=O)([O-])(=O)=O.[K+].[K+].ClCC(N[C:17]1[CH:26]=[C:25]([NH:27][C:28](=[O:31])[CH2:29][Cl:30])[C:24]([OH:32])=[C:23]2[C:18]=1[CH:19]=[CH:20][C:21]([CH3:33])=[N:22]2)=O.[OH2:34]. (2) Given the product [CH:1]1([C:4]2[N:9]3[N:10]=[CH:11][C:12]([C:13]4[O:15][N:39]=[C:28]([C:29]5[CH:30]=[C:31]([S:35]([NH2:36])(=[O:37])=[O:38])[CH:32]=[CH:33][CH:34]=5)[N:27]=4)=[C:8]3[N:7]=[C:6]([C:16]3[CH:21]=[CH:20][C:19]([C:22]([F:25])([F:24])[F:23])=[CH:18][CH:17]=3)[CH:5]=2)[CH2:2][CH2:3]1, predict the reactants needed to synthesize it. The reactants are: [CH:1]1([C:4]2[N:9]3[N:10]=[CH:11][C:12]([C:13]([OH:15])=O)=[C:8]3[N:7]=[C:6]([C:16]3[CH:21]=[CH:20][C:19]([C:22]([F:25])([F:24])[F:23])=[CH:18][CH:17]=3)[CH:5]=2)[CH2:3][CH2:2]1.O[NH:27][C:28](=[NH:39])[C:29]1[CH:34]=[CH:33][CH:32]=[C:31]([S:35](=[O:38])(=[O:37])[NH2:36])[CH:30]=1. (3) Given the product [Cl:7][C:8]1[CH:9]=[CH:10][C:11]([C:14]2[CH:15]=[CH:16][C:17]([C:20]#[C:21][C:22]3[CH:33]=[CH:32][C:25]([O:26][CH2:27][C:28]4([NH:31][CH:1]5[CH2:5][CH2:4][CH2:3][CH2:2]5)[CH2:30][CH2:29]4)=[C:24]([CH3:34])[CH:23]=3)=[N:18][CH:19]=2)=[CH:12][CH:13]=1, predict the reactants needed to synthesize it. The reactants are: [C:1]1(=O)[CH2:5][CH2:4][CH2:3][CH2:2]1.[Cl:7][C:8]1[CH:13]=[CH:12][C:11]([C:14]2[CH:15]=[CH:16][C:17]([C:20]#[C:21][C:22]3[CH:33]=[CH:32][C:25]([O:26][CH2:27][C:28]4([NH2:31])[CH2:30][CH2:29]4)=[C:24]([CH3:34])[CH:23]=3)=[N:18][CH:19]=2)=[CH:10][CH:9]=1.C(O[BH-](OC(=O)C)OC(=O)C)(=O)C.[Na+].CC(O)=O.C(=O)(O)[O-].[Na+].